Dataset: Reaction yield outcomes from USPTO patents with 853,638 reactions. Task: Predict the reaction yield, written as a fraction of the theoretical maximum amount of product (1.0 means a 100% yield; for example, 0.34 means a 34% yield). (1) The reactants are [NH2:1][C:2]1[CH:3]=[C:4]([C@@H:17]2[CH2:19][C@@H:18]2[C:20]([OH:22])=[O:21])[CH:5]=[CH:6][C:7]=1[N:8]([CH2:13][CH:14]([CH3:16])[CH3:15])[CH2:9][CH:10]([CH3:12])[CH3:11].[N:23]([C:26]1[CH:27]=[N:28][C:29]([C:32]#[N:33])=[N:30][CH:31]=1)=[C:24]=[O:25].C(N(CC)CC)C. The catalyst is C(Cl)Cl.C1COCC1.O.CCOC(C)=O. The product is [C:32]([C:29]1[N:30]=[CH:31][C:26]([NH:23][C:24](=[O:25])[NH:1][C:2]2[CH:3]=[C:4]([C@@H:17]3[CH2:19][C@@H:18]3[C:20]([OH:22])=[O:21])[CH:5]=[CH:6][C:7]=2[N:8]([CH2:13][CH:14]([CH3:15])[CH3:16])[CH2:9][CH:10]([CH3:11])[CH3:12])=[CH:27][N:28]=1)#[N:33]. The yield is 0.390. (2) The reactants are [Cl:1][C:2]1[CH:26]=[CH:25][C:24]([Cl:27])=[CH:23][C:3]=1[O:4][C:5]1[C:10]([C:11]([N:13]2[C:22]3[C:17](=[CH:18][CH:19]=[CH:20][CH:21]=3)[NH:16][CH2:15][CH2:14]2)=[O:12])=[CH:9][CH:8]=[CH:7][N:6]=1.C(N(C(C)C)C(C)C)C.Br[CH2:38][C:39]([O:41][CH2:42][CH3:43])=[O:40]. The catalyst is CN(C=O)C. The product is [CH2:42]([O:41][C:39](=[O:40])[CH2:38][N:16]1[C:17]2[C:22](=[CH:21][CH:20]=[CH:19][CH:18]=2)[N:13]([C:11]([C:10]2[C:5]([O:4][C:3]3[CH:23]=[C:24]([Cl:27])[CH:25]=[CH:26][C:2]=3[Cl:1])=[N:6][CH:7]=[CH:8][CH:9]=2)=[O:12])[CH2:14][CH2:15]1)[CH3:43]. The yield is 0.620. (3) The reactants are [Cl:1][C:2]1[CH:3]=[C:4]([CH:13]=[CH:14][CH:15]=1)[NH:5][CH2:6][C:7]1[S:11][CH:10]=[N:9][C:8]=1[CH3:12].[I-].[K+].Br[CH2:19][C:20]1[C:29]2[C:24](=[C:25]([F:30])[CH:26]=[CH:27][CH:28]=2)[NH:23][C:22](=[O:31])[CH:21]=1.O. The catalyst is CS(C)=O. The product is [Cl:1][C:2]1[CH:3]=[C:4]([N:5]([CH2:19][C:20]2[C:29]3[C:24](=[C:25]([F:30])[CH:26]=[CH:27][CH:28]=3)[NH:23][C:22](=[O:31])[CH:21]=2)[CH2:6][C:7]2[S:11][CH:10]=[N:9][C:8]=2[CH3:12])[CH:13]=[CH:14][CH:15]=1. The yield is 0.300. (4) The reactants are [NH:1]([C:3]1[CH:11]=[CH:10][C:6]([C:7]([OH:9])=[O:8])=[CH:5][CH:4]=1)N.[CH:12]([C:15]([CH3:17])=O)([CH3:14])[CH3:13]. The catalyst is C(O)(=O)C. The product is [CH3:17][C:15]1[C:12]([CH3:14])([CH3:13])[C:11]2[C:3](=[CH:4][CH:5]=[C:6]([C:7]([OH:9])=[O:8])[CH:10]=2)[N:1]=1. The yield is 0.800. (5) The reactants are [Cl:1][C:2]1[CH:7]=[CH:6][CH:5]=[C:4]([O:8][CH3:9])[C:3]=1[C:10]1[NH:11][C:12]2[C:17]([CH:18]=1)=[CH:16][CH:15]=[C:14]([NH2:19])[CH:13]=2.[F:20][C:21]([F:32])([F:31])[C:22](O[C:22](=[O:23])[C:21]([F:32])([F:31])[F:20])=[O:23].C(N(CC)CC)C.O. The catalyst is C(Cl)Cl. The product is [Cl:1][C:2]1[CH:7]=[CH:6][CH:5]=[C:4]([O:8][CH3:9])[C:3]=1[C:10]1[NH:11][C:12]2[C:17]([CH:18]=1)=[CH:16][CH:15]=[C:14]([NH:19][C:22](=[O:23])[C:21]([F:32])([F:31])[F:20])[CH:13]=2. The yield is 0.560.